From a dataset of Catalyst prediction with 721,799 reactions and 888 catalyst types from USPTO. Predict which catalyst facilitates the given reaction. (1) Reactant: C1C=C(Cl)C=C(C(OO)=O)C=1.[CH2:12]([O:19][C:20]1[CH:21]=[CH:22][C:23]2[C:24]3[N:32]([CH2:33][C:34]([NH:37][S:38]([CH3:41])(=[O:40])=[O:39])([CH3:36])[CH3:35])[C:31]([CH2:42][O:43][CH2:44][CH3:45])=[N:30][C:25]=3[CH:26]=[N:27][C:28]=2[CH:29]=1)[C:13]1[CH:18]=[CH:17][CH:16]=[CH:15][CH:14]=1.[OH-].[NH4+:47].C1(C)C=CC(S(Cl)(=O)=O)=CC=1. Product: [NH2:47][C:26]1[C:25]2[N:30]=[C:31]([CH2:42][O:43][CH2:44][CH3:45])[N:32]([CH2:33][C:34]([NH:37][S:38]([CH3:41])(=[O:40])=[O:39])([CH3:36])[CH3:35])[C:24]=2[C:23]2[CH:22]=[CH:21][C:20]([O:19][CH2:12][C:13]3[CH:14]=[CH:15][CH:16]=[CH:17][CH:18]=3)=[CH:29][C:28]=2[N:27]=1. The catalyst class is: 46. (2) Reactant: [CH:1]([C:3]1[CH:4]=[CH:5][C:6]([NH:9][C:10](=[O:15])[C:11]([CH3:14])([CH3:13])[CH3:12])=[N:7][CH:8]=1)=[CH2:2]. Product: [CH2:1]([C:3]1[CH:4]=[CH:5][C:6]([NH:9][C:10](=[O:15])[C:11]([CH3:14])([CH3:13])[CH3:12])=[N:7][CH:8]=1)[CH3:2]. The catalyst class is: 50. (3) Reactant: C(O[CH:4](OCC)[CH2:5][NH:6][CH2:7][C:8]1[CH:13]=[CH:12][CH:11]=[C:10]([O:14][CH2:15][CH3:16])[C:9]=1[OH:17])C.[ClH:21].CO.[CH3:24][O:25][C:26]1[CH:27]=[C:28]([CH:31]=[C:32]([O:41][CH3:42])[C:33]=1[NH:34][C:35]1[CH:40]=[CH:39][CH:38]=[CH:37][CH:36]=1)[CH:29]=O. Product: [ClH:21].[CH3:42][O:41][C:32]1[CH:31]=[C:28]([CH:27]=[C:26]([O:25][CH3:24])[C:33]=1[NH:34][C:35]1[CH:36]=[CH:37][CH:38]=[CH:39][CH:40]=1)[CH2:29][C:4]1[C:13]2[C:8](=[C:9]([OH:17])[C:10]([O:14][CH2:15][CH3:16])=[CH:11][CH:12]=2)[CH:7]=[N:6][CH:5]=1. The catalyst class is: 14. (4) Reactant: [Cl:1][C:2]1[CH:10]=[CH:9][C:5]([C:6](O)=[O:7])=[CH:4][N:3]=1.C[N:12]([CH3:15])C=O.C(Cl)(=O)[C:17](Cl)=[O:18]. Product: [Cl:1][C:2]1[CH:10]=[CH:9][C:5]([C:6]([N:12]([O:18][CH3:17])[CH3:15])=[O:7])=[CH:4][N:3]=1. The catalyst class is: 4. (5) Reactant: [CH:1]([O:4][C:5]1[CH:10]=[CH:9][C:8]([OH:11])=[CH:7][C:6]=1[O:12][CH3:13])([CH3:3])[CH3:2].Br[CH2:15][C:16]([O:18][CH2:19][CH3:20])=[O:17].C([O-])([O-])=O.[K+].[K+].O. Product: [CH:1]([O:4][C:5]1[CH:10]=[CH:9][C:8]([O:11][CH2:15][C:16]([O:18][CH2:19][CH3:20])=[O:17])=[CH:7][C:6]=1[O:12][CH3:13])([CH3:3])[CH3:2]. The catalyst class is: 3. (6) Reactant: [Br:1][C:2]1[S:6][C:5]([S:7](Cl)(=[O:9])=[O:8])=[CH:4][CH:3]=1.[NH:11]1[CH2:15][CH2:14][CH2:13][CH2:12]1.C(=O)([O-])[O-].[K+].[K+].C(OCC)(=O)C. Product: [Br:1][C:2]1[S:6][C:5]([S:7]([N:11]2[CH2:15][CH2:14][CH2:13][CH2:12]2)(=[O:9])=[O:8])=[CH:4][CH:3]=1. The catalyst class is: 614.